This data is from Peptide-MHC class II binding affinity with 134,281 pairs from IEDB. The task is: Regression. Given a peptide amino acid sequence and an MHC pseudo amino acid sequence, predict their binding affinity value. This is MHC class II binding data. (1) The peptide sequence is EKLYFAATQFEPLAA. The MHC is HLA-DPA10201-DPB10101 with pseudo-sequence HLA-DPA10201-DPB10101. The binding affinity (normalized) is 0.654. (2) The peptide sequence is VTYALNTITNLKVQLKK. The MHC is HLA-DQA10201-DQB10301 with pseudo-sequence HLA-DQA10201-DQB10301. The binding affinity (normalized) is 0.448. (3) The peptide sequence is FSNVYLFAKDKSGPL. The MHC is DRB1_1101 with pseudo-sequence DRB1_1101. The binding affinity (normalized) is 0.655. (4) The peptide sequence is AFKVAATAANAALAN. The MHC is DRB1_0901 with pseudo-sequence DRB1_0901. The binding affinity (normalized) is 0.788. (5) The peptide sequence is SSYAATEVANAAAGQ. The MHC is DRB1_0301 with pseudo-sequence DRB1_0301. The binding affinity (normalized) is 0.